From a dataset of Full USPTO retrosynthesis dataset with 1.9M reactions from patents (1976-2016). Predict the reactants needed to synthesize the given product. (1) The reactants are: [NH2:1][C:2]1[C:9]([NH:10][C:11]2[CH:16]=[C:15]([CH3:17])[CH:14]=[C:13]([CH3:18])[CH:12]=2)=[CH:8][CH:7]=[CH:6][C:3]=1[C:4]#[N:5].Cl.[CH:20](OCC)(OCC)OCC. Given the product [CH3:17][C:15]1[CH:16]=[C:11]([N:10]2[C:9]3[CH:8]=[CH:7][CH:6]=[C:3]([C:4]#[N:5])[C:2]=3[N:1]=[CH:20]2)[CH:12]=[C:13]([CH3:18])[CH:14]=1, predict the reactants needed to synthesize it. (2) Given the product [CH:9]1([N:5]2[CH2:4][CH:3]([CH2:2][OH:1])[O:7][C:6]2=[O:8])[CH2:11][CH2:10]1, predict the reactants needed to synthesize it. The reactants are: [OH:1][CH2:2][CH:3]1[O:7][C:6](=[O:8])[N:5]([CH:9]([CH3:11])[CH3:10])[CH2:4]1.C1(N)CC1.C(N)(C)C. (3) Given the product [CH3:31][S:26]([CH2:25][C:3]1[C:4]2[C:9](=[CH:8][CH:7]=[C:6]([C:10]([N:12]3[CH2:18][C:17]4([CH3:20])[CH2:19][CH:13]3[CH2:14][C:15]([CH3:22])([CH3:21])[CH2:16]4)=[O:11])[CH:5]=2)[NH:1][CH:2]=1)(=[O:29])=[O:27], predict the reactants needed to synthesize it. The reactants are: [NH:1]1[C:9]2[C:4](=[CH:5][C:6]([C:10]([N:12]3[CH2:18][C:17]4([CH3:20])[CH2:19][CH:13]3[CH2:14][C:15]([CH3:22])([CH3:21])[CH2:16]4)=[O:11])=[CH:7][CH:8]=2)[CH:3]=[CH:2]1.C=O.[CH3:25][S:26]([O-:29])(=O)=[O:27].[Na+].[C:31](O)(=O)C. (4) The reactants are: [CH3:1][O:2][C:3]1[CH:4]=[C:5]2[C:10](=[CH:11][C:12]=1[O:13][CH3:14])[N:9]=[CH:8][N:7]=[C:6]2[N:15]1[CH2:20][CH2:19][NH:18][CH2:17][CH2:16]1.[Cl:21][CH2:22][C:23]1[CH:28]=[CH:27][C:26]([N:29]=[C:30]=[O:31])=[CH:25][CH:24]=1. Given the product [Cl:21][CH2:22][C:23]1[CH:28]=[CH:27][C:26]([NH:29][C:30]([N:18]2[CH2:17][CH2:16][N:15]([C:6]3[C:5]4[C:10](=[CH:11][C:12]([O:13][CH3:14])=[C:3]([O:2][CH3:1])[CH:4]=4)[N:9]=[CH:8][N:7]=3)[CH2:20][CH2:19]2)=[O:31])=[CH:25][CH:24]=1, predict the reactants needed to synthesize it.